Dataset: NCI-60 drug combinations with 297,098 pairs across 59 cell lines. Task: Regression. Given two drug SMILES strings and cell line genomic features, predict the synergy score measuring deviation from expected non-interaction effect. (1) Drug 1: C(CCl)NC(=O)N(CCCl)N=O. Drug 2: C(CN)CNCCSP(=O)(O)O. Cell line: BT-549. Synergy scores: CSS=13.2, Synergy_ZIP=-5.52, Synergy_Bliss=-5.23, Synergy_Loewe=-2.71, Synergy_HSA=-2.55. (2) Drug 1: C1CCN(CC1)CCOC2=CC=C(C=C2)C(=O)C3=C(SC4=C3C=CC(=C4)O)C5=CC=C(C=C5)O. Drug 2: C1=NC2=C(N=C(N=C2N1C3C(C(C(O3)CO)O)F)Cl)N. Cell line: NCI-H322M. Synergy scores: CSS=-0.365, Synergy_ZIP=1.84, Synergy_Bliss=4.36, Synergy_Loewe=0.439, Synergy_HSA=0.783. (3) Drug 1: CN1C(=O)N2C=NC(=C2N=N1)C(=O)N. Drug 2: C1CN1C2=NC(=NC(=N2)N3CC3)N4CC4. Cell line: RXF 393. Synergy scores: CSS=9.99, Synergy_ZIP=0.582, Synergy_Bliss=3.02, Synergy_Loewe=-24.9, Synergy_HSA=-1.89. (4) Drug 1: COC1=NC(=NC2=C1N=CN2C3C(C(C(O3)CO)O)O)N. Cell line: 786-0. Drug 2: CC=C1C(=O)NC(C(=O)OC2CC(=O)NC(C(=O)NC(CSSCCC=C2)C(=O)N1)C(C)C)C(C)C. Synergy scores: CSS=7.18, Synergy_ZIP=-2.49, Synergy_Bliss=-0.0350, Synergy_Loewe=-11.2, Synergy_HSA=-0.464. (5) Drug 1: CC1CCC2CC(C(=CC=CC=CC(CC(C(=O)C(C(C(=CC(C(=O)CC(OC(=O)C3CCCCN3C(=O)C(=O)C1(O2)O)C(C)CC4CCC(C(C4)OC)O)C)C)O)OC)C)C)C)OC. Drug 2: CS(=O)(=O)OCCCCOS(=O)(=O)C. Cell line: UACC-257. Synergy scores: CSS=1.52, Synergy_ZIP=1.19, Synergy_Bliss=1.92, Synergy_Loewe=0.156, Synergy_HSA=-0.820. (6) Drug 1: C1=CN(C(=O)N=C1N)C2C(C(C(O2)CO)O)O.Cl. Drug 2: CC1CCC2CC(C(=CC=CC=CC(CC(C(=O)C(C(C(=CC(C(=O)CC(OC(=O)C3CCCCN3C(=O)C(=O)C1(O2)O)C(C)CC4CCC(C(C4)OC)OCCO)C)C)O)OC)C)C)C)OC. Cell line: NCIH23. Synergy scores: CSS=32.9, Synergy_ZIP=-2.02, Synergy_Bliss=-5.14, Synergy_Loewe=-11.6, Synergy_HSA=-5.50.